The task is: Predict the reactants needed to synthesize the given product.. This data is from Full USPTO retrosynthesis dataset with 1.9M reactions from patents (1976-2016). (1) Given the product [Cl:24][C:25]1[C:30]([NH:31][S:32]([C:35]2[CH:40]=[CH:39][C:38]([F:41])=[CH:37][C:36]=2[F:42])(=[O:34])=[O:33])=[CH:29][C:28]([C:2]2[CH:3]=[CH:4][C:5]3[N:6]=[CH:7][N:8]=[C:9]([NH:12][C:13]4[CH:18]=[CH:17][C:16]([O:19][C:20]([F:23])([F:21])[F:22])=[CH:15][CH:14]=4)[C:10]=3[N:11]=2)=[CH:27][N:26]=1, predict the reactants needed to synthesize it. The reactants are: Cl[C:2]1[CH:3]=[CH:4][C:5]2[N:6]=[CH:7][N:8]=[C:9]([NH:12][C:13]3[CH:18]=[CH:17][C:16]([O:19][C:20]([F:23])([F:22])[F:21])=[CH:15][CH:14]=3)[C:10]=2[N:11]=1.[Cl:24][C:25]1[C:30]([NH:31][S:32]([C:35]2[CH:40]=[CH:39][C:38]([F:41])=[CH:37][C:36]=2[F:42])(=[O:34])=[O:33])=[CH:29][C:28](B2OC(C)(C)C(C)(C)O2)=[CH:27][N:26]=1.C(=O)(O)[O-].[Na+]. (2) Given the product [CH3:14][C:15]1[S:16][C:17]2[C:26]3[C:25](=[CH:3][C:1]#[N:2])[CH2:24][CH2:23][C:22]=3[CH:21]=[CH:20][C:18]=2[N:19]=1, predict the reactants needed to synthesize it. The reactants are: [C:1]([CH2:3]P(=O)(OCC)OCC)#[N:2].[H-].[Na+].[CH3:14][C:15]1[S:16][C:17]2[C:26]3[C:25](=O)[CH2:24][CH2:23][C:22]=3[CH:21]=[CH:20][C:18]=2[N:19]=1.C(=O)([O-])O.[Na+]. (3) Given the product [CH:1]1([CH:7]([C:9]2[O:10][C:11]3[CH:19]=[CH:18][C:17]([F:20])=[CH:16][C:12]=3[C:13]=2[O:14][CH3:15])[OH:8])[CH2:2][CH2:3][CH2:4][CH2:5][CH2:6]1, predict the reactants needed to synthesize it. The reactants are: [CH:1]1([C:7]([C:9]2[O:10][C:11]3[CH:19]=[CH:18][C:17]([F:20])=[CH:16][C:12]=3[C:13]=2[O:14][CH3:15])=[O:8])[CH2:6][CH2:5][CH2:4][CH2:3][CH2:2]1.[BH4-].[Na+]. (4) Given the product [Cl:28][C:7]1[C:8]2[N:14]=[C:13]([Cl:15])[CH:12]=[CH:11][C:9]=2[N:10]=[C:5]([NH:4][C:1](=[O:3])[CH3:2])[N:6]=1, predict the reactants needed to synthesize it. The reactants are: [C:1]([NH:4][C:5]1[NH:6][C:7](=O)[C:8]2[N:14]=[C:13]([Cl:15])[CH:12]=[CH:11][C:9]=2[N:10]=1)(=[O:3])[CH3:2].CCN(C(C)C)C(C)C.O=P(Cl)(Cl)[Cl:28]. (5) Given the product [F:30][C:27]1[CH:26]=[CH:25][C:24]([C:13](=[C:14]2[CH2:19][C:18]([CH3:20])([CH3:21])[CH2:17][C:16]([CH3:22])([CH3:23])[CH2:15]2)[C:10]2[CH:11]=[CH:12][C:7]([C:43]3[CH:42]=[N:41][N:40]([CH3:39])[CH:44]=3)=[CH:8][CH:9]=2)=[CH:29][CH:28]=1, predict the reactants needed to synthesize it. The reactants are: FC(F)(F)S(O[C:7]1[CH:12]=[CH:11][C:10]([C:13]([C:24]2[CH:29]=[CH:28][C:27]([F:30])=[CH:26][CH:25]=2)=[C:14]2[CH2:19][C:18]([CH3:21])([CH3:20])[CH2:17][C:16]([CH3:23])([CH3:22])[CH2:15]2)=[CH:9][CH:8]=1)(=O)=O.C([O-])([O-])=O.[Na+].[Na+].[CH3:39][N:40]1[CH:44]=[C:43](B2OC(C)(C)C(C)(C)O2)[CH:42]=[N:41]1.